Dataset: Forward reaction prediction with 1.9M reactions from USPTO patents (1976-2016). Task: Predict the product of the given reaction. (1) Given the reactants C[CH2:2][CH2:3][CH2:4][CH2:5][CH2:6][CH:7]1[C:11](=[O:12])[CH2:10][CH2:9][CH:8]1[C:13](OC)=O.[OH-:17].[Na+].C[C:20](C)=[O:21], predict the reaction product. The product is: [O:12]=[C:11]1[CH2:10][CH2:9][C@H:8]([CH2:13][C:20]([OH:21])=[O:17])[C@H:7]1[CH2:6][CH2:5][CH2:4][CH2:3][CH3:2]. (2) Given the reactants [I:1][C:2]1[CH:9]=[C:8]([N+:10]([O-])=O)[CH:7]=[CH:6][C:3]=1[C:4]#[N:5].O1CCCC1.[Cl-].[NH4+], predict the reaction product. The product is: [NH2:10][C:8]1[CH:7]=[CH:6][C:3]([C:4]#[N:5])=[C:2]([I:1])[CH:9]=1. (3) Given the reactants [C:1](O)(=[O:3])[CH3:2].CN(C(ON1N=NC2C=CC=NC1=2)=[N+](C)C)C.F[P-](F)(F)(F)(F)F.CCN(C(C)C)C(C)C.[O:38]=[C:39]([C:55]1[C:63]2[C:58](=[CH:59][CH:60]=[CH:61][CH:62]=2)[N:57]([CH:64]2[CH2:69][CH2:68][NH:67][CH2:66][CH2:65]2)[CH:56]=1)[CH2:40][CH2:41][CH2:42][CH2:43][NH:44][C:45]([NH:47][CH2:48][C:49]1[CH:50]=[N:51][CH:52]=[CH:53][CH:54]=1)=[O:46].CCN(CC)CC, predict the reaction product. The product is: [C:1]([N:67]1[CH2:68][CH2:69][CH:64]([N:57]2[C:58]3[C:63](=[CH:62][CH:61]=[CH:60][CH:59]=3)[C:55]([C:39](=[O:38])[CH2:40][CH2:41][CH2:42][CH2:43][NH:44][C:45]([NH:47][CH2:48][C:49]3[CH:50]=[N:51][CH:52]=[CH:53][CH:54]=3)=[O:46])=[CH:56]2)[CH2:65][CH2:66]1)(=[O:3])[CH3:2]. (4) Given the reactants Cl[C:2]1[N:7]=[C:6]([Cl:8])[C:5]([C:9]#[N:10])=[CH:4][N:3]=1.[NH2:11][C:12]([CH3:22])([CH3:21])[C:13]([NH:15][CH2:16][C:17]([F:20])([F:19])[F:18])=[O:14].CCN(C(C)C)C(C)C, predict the reaction product. The product is: [Cl:8][C:6]1[C:5]([C:9]#[N:10])=[CH:4][N:3]=[C:2]([NH:11][C:12]([CH3:22])([CH3:21])[C:13]([NH:15][CH2:16][C:17]([F:18])([F:19])[F:20])=[O:14])[N:7]=1. (5) Given the reactants [CH2:1]([C:5]1[N:6]=[C:7]([CH3:27])[NH:8][C:9](=[O:26])[C:10]=1[CH2:11][C:12]1[CH:17]=[CH:16][C:15]([C:18]2[C:19]([C:24]#[N:25])=[CH:20][CH:21]=[CH:22][CH:23]=2)=[CH:14][CH:13]=1)[CH2:2][CH2:3][CH3:4].[C:28]([C:31]1[CH:32]=[C:33](B(O)O)[CH:34]=[CH:35][CH:36]=1)(=[O:30])[CH3:29].C(N(CC)CC)C.N1C=CC=CC=1, predict the reaction product. The product is: [C:28]([C:31]1[CH:36]=[C:35]([N:8]2[C:9](=[O:26])[C:10]([CH2:11][C:12]3[CH:17]=[CH:16][C:15]([C:18]4[C:19]([C:24]#[N:25])=[CH:20][CH:21]=[CH:22][CH:23]=4)=[CH:14][CH:13]=3)=[C:5]([CH2:1][CH2:2][CH2:3][CH3:4])[N:6]=[C:7]2[CH3:27])[CH:34]=[CH:33][CH:32]=1)(=[O:30])[CH3:29]. (6) Given the reactants Br[C:2]1[CH:3]=[C:4]2[N:10]=[C:9]([C:11]3[CH:16]=[CH:15][C:14]([C:17]([F:20])([F:19])[F:18])=[CH:13][CH:12]=3)[O:8][C:5]2=[N:6][CH:7]=1.[CH3:21][C:22]1([CH3:38])[C:26]([CH3:28])([CH3:27])[O:25][B:24]([B:24]2[O:25][C:26]([CH3:28])([CH3:27])[C:22]([CH3:38])([CH3:21])[O:23]2)[O:23]1.C([O-])(=O)C.[K+].C(Cl)Cl, predict the reaction product. The product is: [CH3:21][C:22]1([CH3:38])[C:26]([CH3:28])([CH3:27])[O:25][B:24]([C:2]2[CH:3]=[C:4]3[N:10]=[C:9]([C:11]4[CH:16]=[CH:15][C:14]([C:17]([F:20])([F:19])[F:18])=[CH:13][CH:12]=4)[O:8][C:5]3=[N:6][CH:7]=2)[O:23]1. (7) Given the reactants [O:1]=[C:2]1[N:8]([CH:9]2[CH2:14][CH2:13][N:12]([C:15]([O:17][C@@H:18]([C:28]([OH:30])=O)[CH2:19][C:20]3[CH:25]=[CH:24][C:23]([CH3:26])=[C:22]([Cl:27])[CH:21]=3)=[O:16])[CH2:11][CH2:10]2)[CH2:7][CH2:6][C:5]2[CH:31]=[CH:32][CH:33]=[CH:34][C:4]=2[NH:3]1.CN(C(ON1N=NC2C=CC=CC1=2)=[N+](C)C)C.[B-](F)(F)(F)F.C(N(CC)CC)C.[CH3:64][N:65]1[CH2:70][CH2:69][N:68]([CH:71]2[CH2:76][CH2:75][NH:74][CH2:73][CH2:72]2)[CH2:67][CH2:66]1.C([O-])(O)=O.[Na+], predict the reaction product. The product is: [O:1]=[C:2]1[N:8]([CH:9]2[CH2:14][CH2:13][N:12]([C:15]([O:17][C@H:18]([CH2:19][C:20]3[CH:25]=[CH:24][C:23]([CH3:26])=[C:22]([Cl:27])[CH:21]=3)[C:28]([N:74]3[CH2:73][CH2:72][CH:71]([N:68]4[CH2:67][CH2:66][N:65]([CH3:64])[CH2:70][CH2:69]4)[CH2:76][CH2:75]3)=[O:30])=[O:16])[CH2:11][CH2:10]2)[CH2:7][CH2:6][C:5]2[CH:31]=[CH:32][CH:33]=[CH:34][C:4]=2[NH:3]1. (8) Given the reactants I[C:2]1[C:3]2[CH2:33][NH:32][C:31](=[O:34])[C:4]=2[C:5]([NH:23][C:24]2[CH:25]=[C:26]([CH3:30])[CH:27]=[CH:28][CH:29]=2)=[N:6][C:7]=1[NH:8][C@@H:9]1[CH2:14][CH2:13][CH2:12][CH2:11][C@@H:10]1[NH:15][C:16](=[O:22])[O:17][C:18]([CH3:21])([CH3:20])[CH3:19].[CH2:35]1C[O:38][CH2:37][CH2:36]1.CCN(CC)CC.C(O)C#C, predict the reaction product. The product is: [OH:38][CH2:37][C:36]#[C:35][C:2]1[C:3]2[CH2:33][NH:32][C:31](=[O:34])[C:4]=2[C:5]([NH:23][C:24]2[CH:25]=[C:26]([CH3:30])[CH:27]=[CH:28][CH:29]=2)=[N:6][C:7]=1[NH:8][C@@H:9]1[CH2:14][CH2:13][CH2:12][CH2:11][C@@H:10]1[NH:15][C:16](=[O:22])[O:17][C:18]([CH3:20])([CH3:19])[CH3:21]. (9) Given the reactants [NH2:1][C:2]1[N:6]([C:7]2[CH:12]=[CH:11][CH:10]=[CH:9]C=2OC)[N:5]=[CH:4][C:3]=1[C:15]([NH2:17])=[O:16].N[C:19]1N(C2CCCC2)N=C(C)C=1C#N, predict the reaction product. The product is: [NH2:1][C:2]1[N:6]([CH:7]2[CH2:12][CH2:11][CH2:10][CH2:9]2)[N:5]=[C:4]([CH3:19])[C:3]=1[C:15]([NH2:17])=[O:16]. (10) Given the reactants N#N.[C:3]1([CH:9]=[CH:10][C:11]([NH2:13])=[O:12])[CH:8]=[CH:7][CH:6]=[CH:5][CH:4]=1.C([O-])(O)=O.[Na+].[CH2:19]([O:21][C:22](=[O:27])[C:23](=O)[CH2:24]Br)[CH3:20].FC(F)(F)C(OC(=O)C(F)(F)F)=O.C([O-])([O-])=O.[Na+].[Na+], predict the reaction product. The product is: [CH2:19]([O:21][C:22]([C:23]1[N:13]=[C:11](/[CH:10]=[CH:9]/[C:3]2[CH:8]=[CH:7][CH:6]=[CH:5][CH:4]=2)[O:12][CH:24]=1)=[O:27])[CH3:20].